This data is from Catalyst prediction with 721,799 reactions and 888 catalyst types from USPTO. The task is: Predict which catalyst facilitates the given reaction. (1) Product: [N:1]1([C:5]2[CH:10]=[C:9]([NH:11][C:12]3[NH:13][N:14]=[C:15]([CH3:17])[CH:16]=3)[N:8]=[C:7]([S:18][C:19]3[CH:27]=[CH:26][C:22]([C:23]([NH:33][CH:28]4[CH2:32][CH2:31][CH2:30][CH2:29]4)=[O:24])=[CH:21][CH:20]=3)[N:6]=2)[CH2:2][CH2:3][CH2:4]1. The catalyst class is: 42. Reactant: [N:1]1([C:5]2[CH:10]=[C:9]([NH:11][C:12]3[NH:13][N:14]=[C:15]([CH3:17])[CH:16]=3)[N:8]=[C:7]([S:18][C:19]3[CH:27]=[CH:26][C:22]([C:23](O)=[O:24])=[CH:21][CH:20]=3)[N:6]=2)[CH2:4][CH2:3][CH2:2]1.[CH:28]1([NH2:33])[CH2:32][CH2:31][CH2:30][CH2:29]1.F[B-](F)(F)F.CN(C)C(O)=[N+](C)C.C(N(C(C)C)CC)(C)C. (2) Reactant: [NH2:1][C:2]1[C:3]([CH2:20][CH3:21])=[C:4]([NH:10][C:11](=[O:19])[CH2:12][CH2:13][CH:14]2[CH2:18][CH2:17][CH2:16][CH2:15]2)[C:5]([CH2:8][CH3:9])=[CH:6][CH:7]=1.[F:22][C:23]1[CH:30]=[CH:29][C:26]([CH:27]=O)=[CH:25][CH:24]=1.[BH4-].[Na+].CO. Product: [CH:14]1([CH2:13][CH2:12][C:11]([NH:10][C:4]2[C:5]([CH2:8][CH3:9])=[CH:6][CH:7]=[C:2]([NH:1][CH2:27][C:26]3[CH:29]=[CH:30][C:23]([F:22])=[CH:24][CH:25]=3)[C:3]=2[CH2:20][CH3:21])=[O:19])[CH2:18][CH2:17][CH2:16][CH2:15]1. The catalyst class is: 1.